Dataset: HIV replication inhibition screening data with 41,000+ compounds from the AIDS Antiviral Screen. Task: Binary Classification. Given a drug SMILES string, predict its activity (active/inactive) in a high-throughput screening assay against a specified biological target. (1) The molecule is O=C1NN=C2CCN3C(=O)c4ccccc4C3=C12. The result is 0 (inactive). (2) The compound is Cn1c2c(c3ccccc31)C1CCCCCCC1C1C(=O)OC(=O)C21. The result is 0 (inactive). (3) The compound is CC(=NNC(=N)N)C(CN1CCCCC1)C(c1ccccc1)c1c(O)c2ccccc2oc1=O.Cl. The result is 0 (inactive). (4) The molecule is CCc1cccc(C(C)CC)c1NC(=O)CC1C(=O)Nc2ccccc2S1=O. The result is 0 (inactive). (5) The compound is CCC1(N=[N+]=[N-])C(=O)c2ccccc2N(C)C1=O. The result is 0 (inactive). (6) The molecule is CCN(CC)CCNC(=O)c1nn(-c2ccc(C)cc2)c2c1N(C)S(=O)(=O)c1ccccc1-2. The result is 0 (inactive). (7) The compound is Cc1cn(C2CC(N=[N+]=[N-])C(COC(=O)CCCCCCCCCCCN=[N+]=[N-])O2)c(=O)[nH]c1=O. The result is 1 (active). (8) The compound is CC(=O)OCC1OC(n2cc(C)c(-n3cncn3)nc2=O)CC1N=[N+]=[N-]. The result is 0 (inactive).